Dataset: Catalyst prediction with 721,799 reactions and 888 catalyst types from USPTO. Task: Predict which catalyst facilitates the given reaction. (1) Reactant: Cl[S:2]([C:5]1[CH:13]=[CH:12][C:8]([C:9]([OH:11])=[O:10])=[CH:7][CH:6]=1)(=[O:4])=[O:3].[NH2:14][C:15]1[CH:24]=[C:23]([F:25])[C:18]([C:19]([O:21][CH3:22])=[O:20])=[C:17]([F:26])[CH:16]=1.N1C=CC=CC=1. Product: [F:25][C:23]1[CH:24]=[C:15]([NH:14][S:2]([C:5]2[CH:13]=[CH:12][C:8]([C:9]([OH:11])=[O:10])=[CH:7][CH:6]=2)(=[O:4])=[O:3])[CH:16]=[C:17]([F:26])[C:18]=1[C:19]([O:21][CH3:22])=[O:20]. The catalyst class is: 2. (2) Reactant: [Cl:1][C:2]1[CH:10]=[CH:9][C:8]([OH:11])=[CH:7][C:3]=1[C:4]([OH:6])=[O:5].[CH2:12](Br)[C:13]1[CH:18]=[CH:17][CH:16]=[CH:15][CH:14]=1.C(=O)([O-])[O-].[K+].[K+]. Product: [CH2:12]([O:5][C:4](=[O:6])[C:3]1[CH:7]=[C:8]([O:11][CH2:4][C:3]2[CH:7]=[CH:8][CH:9]=[CH:10][CH:2]=2)[CH:9]=[CH:10][C:2]=1[Cl:1])[C:13]1[CH:18]=[CH:17][CH:16]=[CH:15][CH:14]=1. The catalyst class is: 10. (3) Reactant: C(OC([NH:8][C:9]1([C:13]2[CH:18]=[CH:17][C:16]([C:19]3[N:20]=[C:21]4[CH:26]=[CH:25][C:24]([C:27]([O:29][CH2:30][CH3:31])=[O:28])=[N:23][N:22]4[C:32]=3[C:33]3[CH:38]=[CH:37][CH:36]=[CH:35][CH:34]=3)=[CH:15][CH:14]=2)[CH2:12][CH2:11][CH2:10]1)=O)(C)(C)C.CO.Cl.[OH-].[Na+]. Product: [NH2:8][C:9]1([C:13]2[CH:14]=[CH:15][C:16]([C:19]3[N:20]=[C:21]4[CH:26]=[CH:25][C:24]([C:27]([O:29][CH2:30][CH3:31])=[O:28])=[N:23][N:22]4[C:32]=3[C:33]3[CH:34]=[CH:35][CH:36]=[CH:37][CH:38]=3)=[CH:17][CH:18]=2)[CH2:10][CH2:11][CH2:12]1. The catalyst class is: 135. (4) Reactant: [CH2:1]([NH:3][C:4]([NH:6][C:7]1[N:12]=[CH:11][C:10]([C:13]2[S:14][C:15]([C:18]([O:20]C)=[O:19])=[CH:16][N:17]=2)=[CH:9][CH:8]=1)=[O:5])[CH3:2].[Li+].[OH-]. Product: [CH2:1]([NH:3][C:4]([NH:6][C:7]1[N:12]=[CH:11][C:10]([C:13]2[S:14][C:15]([C:18]([OH:20])=[O:19])=[CH:16][N:17]=2)=[CH:9][CH:8]=1)=[O:5])[CH3:2]. The catalyst class is: 5. (5) Reactant: [H-].[Na+].[Cl:3][C:4]1[CH:5]=[C:6]([C:11]2([C:31]([F:34])([F:33])[F:32])[O:15][N:14]=[C:13]([C:16]3[C:25]4[C:20](=[CH:21][CH:22]=[CH:23][CH:24]=4)[C:19]([C:26]4[CH:27]=[N:28][NH:29][CH:30]=4)=[CH:18][CH:17]=3)[CH2:12]2)[CH:7]=[C:8]([Cl:10])[CH:9]=1.I[CH2:36][C:37]([F:40])([F:39])[F:38].O. Product: [Cl:10][C:8]1[CH:7]=[C:6]([C:11]2([C:31]([F:32])([F:34])[F:33])[O:15][N:14]=[C:13]([C:16]3[C:25]4[C:20](=[CH:21][CH:22]=[CH:23][CH:24]=4)[C:19]([C:26]4[CH:30]=[N:29][N:28]([CH2:36][C:37]([F:40])([F:39])[F:38])[CH:27]=4)=[CH:18][CH:17]=3)[CH2:12]2)[CH:5]=[C:4]([Cl:3])[CH:9]=1. The catalyst class is: 3. (6) Reactant: [F:1][C:2]1[C:3]([CH2:29][CH2:30][C:31]2[S:32][CH:33]=[C:34]([CH:36]([CH3:38])[CH3:37])[N:35]=2)=[CH:4][C:5]2[N:6]([CH:28]=1)[C:7](=[O:27])[C:8](/[CH:18]=[CH:19]/[C:20]([O:22]C(C)(C)C)=[O:21])=[C:9]([N:11]1[CH2:16][CH2:15][CH2:14][CH:13]([OH:17])[CH2:12]1)[N:10]=2. The catalyst class is: 89. Product: [F:1][C:2]1[C:3]([CH2:29][CH2:30][C:31]2[S:32][CH:33]=[C:34]([CH:36]([CH3:38])[CH3:37])[N:35]=2)=[CH:4][C:5]2[N:6]([CH:28]=1)[C:7](=[O:27])[C:8](/[CH:18]=[CH:19]/[C:20]([OH:22])=[O:21])=[C:9]([N:11]1[CH2:16][CH2:15][CH2:14][CH:13]([OH:17])[CH2:12]1)[N:10]=2. (7) Reactant: [C:1]([O:5][C:6]([N:8]1[CH:12]([C:13]([O:15][C:16]([CH3:19])([CH3:18])[CH3:17])=[O:14])[CH2:11][CH2:10][NH:9]1)=[O:7])([CH3:4])([CH3:3])[CH3:2].C=O.[C:22](O[BH-](OC(=O)C)OC(=O)C)(=O)C.[Na+].C(O)(=O)C. Product: [CH3:22][N:9]1[CH2:10][CH2:11][CH:12]([C:13]([O:15][C:16]([CH3:19])([CH3:18])[CH3:17])=[O:14])[N:8]1[C:6]([O:5][C:1]([CH3:4])([CH3:3])[CH3:2])=[O:7]. The catalyst class is: 26.